Dataset: Reaction yield outcomes from USPTO patents with 853,638 reactions. Task: Predict the reaction yield, written as a fraction of the theoretical maximum amount of product (1.0 means a 100% yield; for example, 0.34 means a 34% yield). (1) The reactants are [C:1]([CH2:3][C:4]([NH:6][C:7]1[CH:12]=[CH:11][C:10]([F:13])=[CH:9][C:8]=1[CH3:14])=[O:5])#[N:2].CO[CH:17]=[CH:18][C:19](=O)[CH3:20].N12CCN(CC1)CC2. The catalyst is COCCOCCO.C(OCC)(=O)C. The product is [F:13][C:10]1[CH:11]=[CH:12][C:7]([N:6]2[C:19]([CH3:20])=[CH:18][CH:17]=[C:3]([C:1]#[N:2])[C:4]2=[O:5])=[C:8]([CH3:14])[CH:9]=1. The yield is 0.250. (2) The reactants are FC(F)(F)S(O[C:7]1[CH2:11][C@@H:10]([CH2:12][O:13][Si:14]([C:17]([CH3:20])([CH3:19])[CH3:18])([CH3:16])[CH3:15])[N:9]([C:21](=[O:44])[C:22]2[CH:27]=[C:26]([O:28][CH3:29])[C:25]([O:30][Si:31]([CH:38]([CH3:40])[CH3:39])([CH:35]([CH3:37])[CH3:36])[CH:32]([CH3:34])[CH3:33])=[CH:24][C:23]=2[N+:41]([O-:43])=[O:42])[CH:8]=1)(=O)=O.[CH:47](/B(O)O)=[CH:48]\[CH3:49].P([O-])([O-])([O-])=O.[K+].[K+].[K+].C(OCC)(=O)C. The catalyst is O1CCOCC1.C1C=CC([P]([Pd]([P](C2C=CC=CC=2)(C2C=CC=CC=2)C2C=CC=CC=2)([P](C2C=CC=CC=2)(C2C=CC=CC=2)C2C=CC=CC=2)[P](C2C=CC=CC=2)(C2C=CC=CC=2)C2C=CC=CC=2)(C2C=CC=CC=2)C2C=CC=CC=2)=CC=1.O. The product is [Si:14]([O:13][CH2:12][C@@H:10]1[CH2:11][C:7](/[CH:47]=[CH:48]/[CH3:49])=[CH:8][N:9]1[C:21]([C:22]1[CH:27]=[C:26]([O:28][CH3:29])[C:25]([O:30][Si:31]([CH:32]([CH3:34])[CH3:33])([CH:38]([CH3:39])[CH3:40])[CH:35]([CH3:36])[CH3:37])=[CH:24][C:23]=1[N+:41]([O-:43])=[O:42])=[O:44])([C:17]([CH3:18])([CH3:19])[CH3:20])([CH3:16])[CH3:15]. The yield is 0.700. (3) The reactants are Br[C:2]1[CH:7]=[CH:6][C:5]([N+:8]([O-:10])=[O:9])=[CH:4][C:3]=1[N:11]([CH2:15][C:16]([CH3:18])=[CH2:17])[C:12](=[O:14])[CH3:13].C([O-])=O.[Na+].C([O-])(=O)C.[Na+]. The catalyst is O.[Cl-].C([N+](CC)(CC)CC)C.CN(C=O)C.C([O-])(=O)C.[Pd+2].C([O-])(=O)C. The product is [CH3:17][C:16]1([CH3:18])[C:2]2[C:3](=[CH:4][C:5]([N+:8]([O-:10])=[O:9])=[CH:6][CH:7]=2)[N:11]([C:12](=[O:14])[CH3:13])[CH2:15]1. The yield is 0.880. (4) The yield is 0.790. The reactants are [CH2:1]([O:8][C:9]1[CH:14]=[C:13](I)[CH:12]=[CH:11][C:10]=1[C:16]([F:19])([F:18])[F:17])[C:2]1[CH:7]=[CH:6][CH:5]=[CH:4][CH:3]=1.C([Mg]Cl)(C)C.[B:25](OC(C)C)([O:30]C(C)C)[O:26]C(C)C. No catalyst specified. The product is [CH2:1]([O:8][C:9]1[CH:14]=[C:13]([B:25]([OH:30])[OH:26])[CH:12]=[CH:11][C:10]=1[C:16]([F:19])([F:18])[F:17])[C:2]1[CH:7]=[CH:6][CH:5]=[CH:4][CH:3]=1. (5) The reactants are [F:1][C:2]1[CH:7]=[C:6]([F:8])[CH:5]=[CH:4][C:3]=1[OH:9].F[C:11]1[CH:16]=[CH:15][CH:14]=[CH:13][C:12]=1[N+:17]([O-:19])=[O:18].[F:20][C:21]1[CH:34]=[C:33]([F:35])[CH:32]=[CH:31][C:22]=1[O:23][C:24]1[CH:30]=[CH:29][CH:28]=[CH:27][C:25]=1[NH2:26].[NH2:36][C:37]1[S:38][CH:39]=[CH:40][N:41]=1. No catalyst specified. The product is [F:1][C:2]1[CH:7]=[C:6]([F:8])[CH:5]=[CH:4][C:3]=1[O:9][C:11]1[CH:16]=[CH:15][CH:14]=[CH:13][C:12]=1[N+:17]([O-:19])=[O:18].[F:20][C:21]1[CH:34]=[C:33]([F:35])[CH:32]=[CH:31][C:22]=1[O:23][C:24]1[CH:30]=[CH:29][CH:28]=[CH:27][C:25]=1[NH:26][C:3]([NH:36][C:37]1[S:38][CH:39]=[CH:40][N:41]=1)=[O:9]. The yield is 0.760.